This data is from NCI-60 drug combinations with 297,098 pairs across 59 cell lines. The task is: Regression. Given two drug SMILES strings and cell line genomic features, predict the synergy score measuring deviation from expected non-interaction effect. (1) Drug 1: CC1CCC2CC(C(=CC=CC=CC(CC(C(=O)C(C(C(=CC(C(=O)CC(OC(=O)C3CCCCN3C(=O)C(=O)C1(O2)O)C(C)CC4CCC(C(C4)OC)OCCO)C)C)O)OC)C)C)C)OC. Drug 2: CC(C)NC(=O)C1=CC=C(C=C1)CNNC.Cl. Cell line: SK-MEL-5. Synergy scores: CSS=3.18, Synergy_ZIP=-1.81, Synergy_Bliss=1.34, Synergy_Loewe=-2.74, Synergy_HSA=1.10. (2) Drug 1: CS(=O)(=O)C1=CC(=C(C=C1)C(=O)NC2=CC(=C(C=C2)Cl)C3=CC=CC=N3)Cl. Drug 2: C1=CC(=CC=C1CC(C(=O)O)N)N(CCCl)CCCl.Cl. Cell line: OVCAR-8. Synergy scores: CSS=22.3, Synergy_ZIP=-4.02, Synergy_Bliss=2.24, Synergy_Loewe=-3.50, Synergy_HSA=0.747. (3) Drug 1: COC1=NC(=NC2=C1N=CN2C3C(C(C(O3)CO)O)O)N. Synergy scores: CSS=26.6, Synergy_ZIP=-5.22, Synergy_Bliss=-2.15, Synergy_Loewe=-13.4, Synergy_HSA=-0.0129. Drug 2: CC1C(C(CC(O1)OC2CC(CC3=C2C(=C4C(=C3O)C(=O)C5=C(C4=O)C(=CC=C5)OC)O)(C(=O)CO)O)N)O.Cl. Cell line: HS 578T. (4) Drug 1: COC1=C(C=C2C(=C1)N=CN=C2NC3=CC(=C(C=C3)F)Cl)OCCCN4CCOCC4. Drug 2: CC1=C(C=C(C=C1)NC(=O)C2=CC=C(C=C2)CN3CCN(CC3)C)NC4=NC=CC(=N4)C5=CN=CC=C5. Cell line: UACC-257. Synergy scores: CSS=36.6, Synergy_ZIP=4.69, Synergy_Bliss=7.01, Synergy_Loewe=1.64, Synergy_HSA=6.59. (5) Drug 1: CC1=C2C(C(=O)C3(C(CC4C(C3C(C(C2(C)C)(CC1OC(=O)C(C(C5=CC=CC=C5)NC(=O)OC(C)(C)C)O)O)OC(=O)C6=CC=CC=C6)(CO4)OC(=O)C)OC)C)OC. Drug 2: C1CNP(=O)(OC1)N(CCCl)CCCl. Cell line: MOLT-4. Synergy scores: CSS=48.1, Synergy_ZIP=3.15, Synergy_Bliss=-5.06, Synergy_Loewe=-37.6, Synergy_HSA=-5.47.